This data is from Full USPTO retrosynthesis dataset with 1.9M reactions from patents (1976-2016). The task is: Predict the reactants needed to synthesize the given product. (1) Given the product [CH3:30][O:29][C:24]1[CH:25]=[CH:26][CH:27]=[CH:28][C:23]=1[NH:22][CH2:21][C:9]1[C:8]([C:5]2[CH:6]=[CH:7][C:2]([O:1][S:43]([CH2:40][CH2:41][CH3:42])(=[O:45])=[O:44])=[CH:3][C:4]=2[O:31][CH3:32])=[CH:17][CH:16]=[C:15]2[C:10]=1[C:11]([CH3:20])=[CH:12][C:13]([CH3:19])([CH3:18])[NH:14]2, predict the reactants needed to synthesize it. The reactants are: [OH:1][C:2]1[CH:7]=[CH:6][C:5]([C:8]2[C:9]([CH2:21][NH:22][C:23]3[CH:28]=[CH:27][CH:26]=[CH:25][C:24]=3[O:29][CH3:30])=[C:10]3[C:15](=[CH:16][CH:17]=2)[NH:14][C:13]([CH3:19])([CH3:18])[CH:12]=[C:11]3[CH3:20])=[C:4]([O:31][CH3:32])[CH:3]=1.C(N(CC)CC)C.[CH2:40]([S:43](Cl)(=[O:45])=[O:44])[CH2:41][CH3:42]. (2) Given the product [CH2:1]([O:8][C:9]1[C:10]([F:18])=[C:11]([C:14]([F:17])=[CH:15][CH:16]=1)[CH2:12][C:33]1[C:27]2[C:28](=[N:29][CH:30]=[C:25]([C:21]3[CH:20]=[N:19][CH:24]=[CH:23][CH:22]=3)[CH:26]=2)[NH:31][CH:32]=1)[C:2]1[CH:7]=[CH:6][CH:5]=[CH:4][CH:3]=1, predict the reactants needed to synthesize it. The reactants are: [CH2:1]([O:8][C:9]1[C:10]([F:18])=[C:11]([C:14]([F:17])=[CH:15][CH:16]=1)[CH:12]=O)[C:2]1[CH:7]=[CH:6][CH:5]=[CH:4][CH:3]=1.[N:19]1[CH:24]=[CH:23][CH:22]=[C:21]([C:25]2[CH:26]=[C:27]3[CH:33]=[CH:32][NH:31][C:28]3=[N:29][CH:30]=2)[CH:20]=1.N1C2C(=CC=CC=2)C=N1. (3) Given the product [CH3:1][O:2][C:3](=[O:35])[C:4]1[CH:13]=[CH:12][C:11]([CH2:14][N:15]2[CH:16]([C:28]3[C:33]([CH3:34])=[CH:32][CH:31]=[CH:30][N:29]=3)[CH2:17][CH2:18][CH2:19][CH:20]2[C:21]2[C:26]([CH3:27])=[CH:25][CH:24]=[CH:23][N:22]=2)=[C:6]([C:7]([O:9][CH3:10])=[O:8])[CH:5]=1.[CH3:1][O:2][C:3](=[O:35])[C:4]1[CH:13]=[CH:12][C:11]([CH2:14][N:15]2[CH:16]([C:28]3[C:33]([CH3:34])=[CH:32][CH:31]=[CH:30][N:29]=3)[CH2:17][CH2:18][CH2:19][CH:20]2[C:21]2[C:26]([CH3:27])=[CH:25][CH:24]=[CH:23][N:22]=2)=[C:6]([CH2:7][OH:8])[CH:5]=1, predict the reactants needed to synthesize it. The reactants are: [CH3:1][O:2][C:3](=[O:35])[C:4]1[CH:13]=[CH:12][C:11]([CH2:14][N:15]2[CH:20]([C:21]3[C:26]([CH3:27])=[CH:25][CH:24]=[CH:23][N:22]=3)[CH2:19][CH2:18][CH2:17][CH:16]2[C:28]2[C:33]([CH3:34])=[CH:32][CH:31]=[CH:30][N:29]=2)=[C:6]([C:7]([O:9][CH3:10])=[O:8])[CH:5]=1. (4) The reactants are: [CH2:1]([O:3][C:4](=[O:12])[C:5]1[CH:10]=[CH:9][CH:8]=[N:7][C:6]=1[NH2:11])[CH3:2].Cl.[Cl:14]OC(C)(C)C. Given the product [CH2:1]([O:3][C:4](=[O:12])[C:5]1[CH:10]=[C:9]([Cl:14])[CH:8]=[N:7][C:6]=1[NH2:11])[CH3:2], predict the reactants needed to synthesize it. (5) Given the product [Cl:1][C:2]1[CH:7]=[CH:6][C:5]([CH:8]([C:11]2[CH:12]=[CH:13][N:14]=[CH:15][CH:16]=2)[CH2:9][CH:10]=[O:18])=[CH:4][CH:3]=1, predict the reactants needed to synthesize it. The reactants are: [Cl:1][C:2]1[CH:7]=[CH:6][C:5]([CH:8]([C:11]2[CH:16]=[CH:15][N:14]=[CH:13][CH:12]=2)[CH:9]=[CH2:10])=[CH:4][CH:3]=1.C[OH:18]. (6) Given the product [F:1][C:2]1[CH:7]=[CH:6][C:5]([CH2:8][CH2:9][C:10]2[CH:17]=[CH:16][C:15]([F:18])=[CH:14][C:11]=2[C:12]#[N:13])=[CH:4][CH:3]=1, predict the reactants needed to synthesize it. The reactants are: [F:1][C:2]1[CH:7]=[CH:6][C:5]([CH:8]=[CH:9][C:10]2[CH:17]=[CH:16][C:15]([F:18])=[CH:14][C:11]=2[C:12]#[N:13])=[CH:4][CH:3]=1. (7) The reactants are: [Cl:1][C:2]1[CH:3]=[C:4]([NH:16][C:17]2[C:26]3[C:21](=[CH:22][C:23]([O:30][C@H:31]4[CH2:35][CH2:34][O:33][CH2:32]4)=[C:24]([N+:27]([O-])=O)[CH:25]=3)[N:20]=[CH:19][N:18]=2)[CH:5]=[CH:6][C:7]=1[O:8][CH2:9][C:10]1[CH:15]=[CH:14][CH:13]=[CH:12][N:11]=1.Cl.[OH-].[Na+]. Given the product [Cl:1][C:2]1[CH:3]=[C:4]([NH:16][C:17]2[C:26]3[C:21](=[CH:22][C:23]([O:30][C@H:31]4[CH2:35][CH2:34][O:33][CH2:32]4)=[C:24]([NH2:27])[CH:25]=3)[N:20]=[CH:19][N:18]=2)[CH:5]=[CH:6][C:7]=1[O:8][CH2:9][C:10]1[CH:15]=[CH:14][CH:13]=[CH:12][N:11]=1, predict the reactants needed to synthesize it.